Dataset: Reaction yield outcomes from USPTO patents with 853,638 reactions. Task: Predict the reaction yield, written as a fraction of the theoretical maximum amount of product (1.0 means a 100% yield; for example, 0.34 means a 34% yield). (1) The product is [C:10]([NH:14][C:15]([C@@H:17]1[CH2:26][C@H:25]2[C@H:20]([CH2:21][CH2:22][CH2:23][CH2:24]2)[CH2:19][N:18]1[CH2:33][C@H:32]([C@@H:38]1[CH2:37][O:52][C:40]([C:41]2[CH:46]=[CH:45][CH:44]=[C:43]([OH:47])[C:42]=2[CH3:51])=[N:39]1)[OH:31])=[O:16])([CH3:13])([CH3:11])[CH3:12]. No catalyst specified. The reactants are C(O)(=O)C.C(=O)([O-])O.[K+].[C:10]([NH:14][C:15]([C@@H:17]1[CH2:26][C@H:25]2[C@H:20]([CH2:21][CH2:22][CH2:23][CH2:24]2)[CH2:19][NH:18]1)=[O:16])([CH3:13])([CH3:12])[CH3:11].CS([O:31][C@@H:32]1[C@@H:38]([NH:39][C:40](=[O:52])[C:41]2[CH:46]=[CH:45][CH:44]=[C:43]([O:47]C(=O)C)[C:42]=2[CH3:51])[CH2:37]OC(C)(C)O[CH2:33]1)(=O)=O.[K+].[Br-]. The yield is 0.460. (2) The reactants are [F:1][C:2]1[CH:7]=[C:6]([F:8])[CH:5]=[CH:4][C:3]=1[C:9]1[CH:14]=[CH:13][C:12]([C:15]([OH:17])=O)=[C:11]([OH:18])[CH:10]=1.C1(N=C=NC2CCCCC2)CCCCC1.CN1CCOCC1.[N:41]([CH2:44][CH2:45][NH2:46])=[N+:42]=[N-:43]. The catalyst is O.CN(C)C=O. The product is [N:41]([CH2:44][CH2:45][NH:46][C:15]([C:12]1[CH:13]=[CH:14][C:9]([C:3]2[CH:4]=[CH:5][C:6]([F:8])=[CH:7][C:2]=2[F:1])=[CH:10][C:11]=1[OH:18])=[O:17])=[N+:42]=[N-:43]. The yield is 0.610. (3) The reactants are [NH2:1][C:2]1[CH:3]=[CH:4][C:5]([O:8][C:9](=[O:18])[N:10]([CH3:17])[C:11]2[CH:16]=[CH:15][CH:14]=[CH:13][CH:12]=2)=[N:6][CH:7]=1.[C:19]([C:21]1[CH:29]=[CH:28][C:24]([C:25](Cl)=[O:26])=[CH:23][CH:22]=1)#[N:20].C(N(CC)CC)C.ClCCl. The catalyst is C(#N)C. The product is [C:19]([C:21]1[CH:29]=[CH:28][C:24]([C:25]([NH:1][C:2]2[CH:3]=[CH:4][C:5]([O:8][C:9](=[O:18])[N:10]([CH3:17])[C:11]3[CH:16]=[CH:15][CH:14]=[CH:13][CH:12]=3)=[N:6][CH:7]=2)=[O:26])=[CH:23][CH:22]=1)#[N:20]. The yield is 0.670.